Task: Predict the reactants needed to synthesize the given product.. Dataset: Full USPTO retrosynthesis dataset with 1.9M reactions from patents (1976-2016) (1) Given the product [F:29][C:28]([F:31])([F:30])[S:25]([O:16][C:13]1[CH:14]=[CH:15][C:10]([C:4]2[CH:5]=[CH:6][C:7]([O:8][CH3:9])=[C:2]([Cl:1])[CH:3]=2)=[C:11]([CH:17]=[O:18])[CH:12]=1)(=[O:27])=[O:26], predict the reactants needed to synthesize it. The reactants are: [Cl:1][C:2]1[CH:3]=[C:4]([C:10]2[C:11]([CH:17]=[O:18])=[CH:12][C:13]([OH:16])=[CH:14][CH:15]=2)[CH:5]=[CH:6][C:7]=1[O:8][CH3:9].N1C=CC=CC=1.[S:25](O[S:25]([C:28]([F:31])([F:30])[F:29])(=[O:27])=[O:26])([C:28]([F:31])([F:30])[F:29])(=[O:27])=[O:26]. (2) Given the product [Br:14][CH2:9][C:8]([CH:6]1[CH2:5][C:4]([CH3:12])([CH3:11])[O:3][C:2]([CH3:13])([CH3:1])[CH2:7]1)=[O:10], predict the reactants needed to synthesize it. The reactants are: [CH3:1][C:2]1([CH3:13])[CH2:7][CH:6]([C:8](=[O:10])[CH3:9])[CH2:5][C:4]([CH3:12])([CH3:11])[O:3]1.[Br:14]Br. (3) Given the product [Cl:1][C:2]1[CH:10]=[C:9]2[C:5]([C:6]([C:11]([N:13]3[CH2:18][CH2:17][C:16]4([C:23]5[CH:24]=[CH:25][CH:26]=[CH:27][C:22]=5[NH:21][C:20](=[O:28])[O:19]4)[CH2:15][CH2:14]3)=[O:12])=[CH:7][N:8]2[C:35](=[O:36])[C:34]2[CH:38]=[CH:39][CH:40]=[C:32]([F:31])[CH:33]=2)=[CH:4][CH:3]=1, predict the reactants needed to synthesize it. The reactants are: [Cl:1][C:2]1[CH:10]=[C:9]2[C:5]([C:6]([C:11]([N:13]3[CH2:18][CH2:17][C:16]4([C:23]5[CH:24]=[CH:25][CH:26]=[CH:27][C:22]=5[NH:21][C:20](=[O:28])[O:19]4)[CH2:15][CH2:14]3)=[O:12])=[CH:7][NH:8]2)=[CH:4][CH:3]=1.[H-].[Na+].[F:31][C:32]1[CH:33]=[C:34]([CH:38]=[CH:39][CH:40]=1)[C:35](Cl)=[O:36].[Cl-].[NH4+]. (4) Given the product [N:6]1([C:11]2[CH:31]=[CH:30][C:14]([CH2:15][C:16]3[C:17]([O:28][CH3:29])=[N:18][C:19]4[C:24]([C:25]=3[Cl:26])=[CH:23][C:22]([C:38]([C:37]3[N:33]([CH3:32])[C:34]([CH3:47])=[N:35][CH:36]=3)([C:40]3[N:44]([CH3:45])[C:43]([CH3:46])=[N:42][CH:41]=3)[OH:39])=[CH:21][CH:20]=4)=[CH:13][CH:12]=2)[CH:10]=[CH:9][CH:8]=[N:7]1, predict the reactants needed to synthesize it. The reactants are: [Li]CCCC.[N:6]1([C:11]2[CH:31]=[CH:30][C:14]([CH2:15][C:16]3[C:17]([O:28][CH3:29])=[N:18][C:19]4[C:24]([C:25]=3[Cl:26])=[CH:23][C:22](Br)=[CH:21][CH:20]=4)=[CH:13][CH:12]=2)[CH:10]=[CH:9][CH:8]=[N:7]1.[CH3:32][N:33]1[C:37]([C:38]([C:40]2[N:44]([CH3:45])[C:43]([CH3:46])=[N:42][CH:41]=2)=[O:39])=[CH:36][N:35]=[C:34]1[CH3:47].C(=O)=O.CC(C)=O. (5) Given the product [Cl:1][C:2]1[CH:7]=[CH:6][N:5]=[C:4]2[N:8]([CH2:16][O:15][CH2:14][CH2:13][Si:12]([CH3:19])([CH3:18])[CH3:11])[CH:9]=[CH:10][C:3]=12, predict the reactants needed to synthesize it. The reactants are: [Cl:1][C:2]1[CH:7]=[CH:6][N:5]=[C:4]2[NH:8][CH:9]=[CH:10][C:3]=12.[CH3:11][Si:12]([CH3:19])([CH3:18])[CH2:13][CH2:14][O:15][CH2:16]Cl.CN(C)C=O.[H-].[Na+]. (6) Given the product [Cl:9][C:10]1[C:15]([C:16](=[O:17])[CH3:4])=[CH:14][N:13]=[C:12]2[N:18]([CH2:21][O:22][CH2:23][CH2:24][Si:25]([CH3:28])([CH3:27])[CH3:26])[CH:19]=[CH:20][C:11]=12, predict the reactants needed to synthesize it. The reactants are: C[Mg]Br.[CH2:4](OCC)C.[Cl:9][C:10]1[C:15]([CH:16]=[O:17])=[CH:14][N:13]=[C:12]2[N:18]([CH2:21][O:22][CH2:23][CH2:24][Si:25]([CH3:28])([CH3:27])[CH3:26])[CH:19]=[CH:20][C:11]=12.O.[Cl-].[NH4+]. (7) Given the product [C:14]1([CH:10]2[CH2:11][C:12](=[O:13])[N:8]([C:5]3[CH:6]=[CH:7][C:2]([B:21]4[O:25][C:24]([CH3:27])([CH3:26])[C:23]([CH3:29])([CH3:28])[O:22]4)=[CH:3][CH:4]=3)[C:9]2=[O:20])[CH:19]=[CH:18][CH:17]=[CH:16][CH:15]=1, predict the reactants needed to synthesize it. The reactants are: Br[C:2]1[CH:7]=[CH:6][C:5]([N:8]2[C:12](=[O:13])[CH2:11][CH:10]([C:14]3[CH:19]=[CH:18][CH:17]=[CH:16][CH:15]=3)[C:9]2=[O:20])=[CH:4][CH:3]=1.[B:21]1([B:21]2[O:25][C:24]([CH3:27])([CH3:26])[C:23]([CH3:29])([CH3:28])[O:22]2)[O:25][C:24]([CH3:27])([CH3:26])[C:23]([CH3:29])([CH3:28])[O:22]1.ClCCl.C([O-])(=O)C.[K+].